Dataset: Merck oncology drug combination screen with 23,052 pairs across 39 cell lines. Task: Regression. Given two drug SMILES strings and cell line genomic features, predict the synergy score measuring deviation from expected non-interaction effect. Drug 1: CC(=O)OC1C(=O)C2(C)C(O)CC3OCC3(OC(C)=O)C2C(OC(=O)c2ccccc2)C2(O)CC(OC(=O)C(O)C(NC(=O)c3ccccc3)c3ccccc3)C(C)=C1C2(C)C. Drug 2: CCN(CC)CCNC(=O)c1c(C)[nH]c(C=C2C(=O)Nc3ccc(F)cc32)c1C. Cell line: VCAP. Synergy scores: synergy=-5.04.